Dataset: NCI-60 drug combinations with 297,098 pairs across 59 cell lines. Task: Regression. Given two drug SMILES strings and cell line genomic features, predict the synergy score measuring deviation from expected non-interaction effect. (1) Drug 1: C1=CC(=CC=C1CC(C(=O)O)N)N(CCCl)CCCl.Cl. Drug 2: C1=CN(C(=O)N=C1N)C2C(C(C(O2)CO)O)O.Cl. Cell line: U251. Synergy scores: CSS=27.4, Synergy_ZIP=-11.3, Synergy_Bliss=0.199, Synergy_Loewe=-7.40, Synergy_HSA=2.33. (2) Drug 1: COC1=CC(=CC(=C1O)OC)C2C3C(COC3=O)C(C4=CC5=C(C=C24)OCO5)OC6C(C(C7C(O6)COC(O7)C8=CC=CS8)O)O. Drug 2: CN(CCCl)CCCl.Cl. Cell line: MALME-3M. Synergy scores: CSS=21.6, Synergy_ZIP=-7.33, Synergy_Bliss=-1.71, Synergy_Loewe=-10.9, Synergy_HSA=-0.881. (3) Synergy scores: CSS=1.03, Synergy_ZIP=-4.62, Synergy_Bliss=-4.01, Synergy_Loewe=-5.62, Synergy_HSA=-5.79. Cell line: SK-MEL-28. Drug 2: CN(CC1=CN=C2C(=N1)C(=NC(=N2)N)N)C3=CC=C(C=C3)C(=O)NC(CCC(=O)O)C(=O)O. Drug 1: C1=NC2=C(N1)C(=S)N=C(N2)N. (4) Drug 1: C1CC(CNC1)C2=CC=C(C=C2)N3C=C4C=CC=C(C4=N3)C(=O)N. Drug 2: COCCOC1=C(C=C2C(=C1)C(=NC=N2)NC3=CC=CC(=C3)C#C)OCCOC. Cell line: NCI-H460. Synergy scores: CSS=26.8, Synergy_ZIP=-3.09, Synergy_Bliss=0.319, Synergy_Loewe=-0.199, Synergy_HSA=5.89.